From a dataset of Forward reaction prediction with 1.9M reactions from USPTO patents (1976-2016). Predict the product of the given reaction. (1) The product is: [C:1]([O:5][C:6]([N:8]1[CH2:13][CH2:12][CH:11]([O:14][C:15]2[C:16]([Br:26])=[C:17]3[C:22](=[CH:23][CH:24]=2)[CH:21]=[N:20][C:19]([Cl:25])=[CH:18]3)[CH2:10][CH2:9]1)=[O:7])([CH3:4])([CH3:2])[CH3:3]. Given the reactants [C:1]([O:5][C:6]([N:8]1[CH2:13][CH2:12][CH:11]([O:14][C:15]2[CH:16]=[C:17]3[C:22](=[CH:23][CH:24]=2)[CH:21]=[N:20][C:19]([Cl:25])=[CH:18]3)[CH2:10][CH2:9]1)=[O:7])([CH3:4])([CH3:3])[CH3:2].[Br:26]N1C(=O)CCC1=O, predict the reaction product. (2) Given the reactants [CH3:1][NH:2][S:3]([C:6]1[CH:11]=[CH:10][C:9]([C:12]2[N:17]=[C:16]([NH:18]C(=O)OC(C)(C)C)[CH:15]=[CH:14][CH:13]=2)=[CH:8][CH:7]=1)(=[O:5])=[O:4].[ClH:26].CO, predict the reaction product. The product is: [ClH:26].[NH2:18][C:16]1[N:17]=[C:12]([C:9]2[CH:10]=[CH:11][C:6]([S:3]([NH:2][CH3:1])(=[O:4])=[O:5])=[CH:7][CH:8]=2)[CH:13]=[CH:14][CH:15]=1. (3) Given the reactants [CH2:1]([O:8][C:9]1[CH:10]=[C:11]([S:15][C:16]2[CH:33]=[CH:32][C:19]([C:20](OCC3C=CC(OC)=CC=3)=[O:21])=[CH:18][C:17]=2[C:34]([F:37])([F:36])[F:35])[CH:12]=[CH:13][CH:14]=1)[C:2]1[CH:7]=[CH:6][CH:5]=[CH:4][CH:3]=1.[NH2:38][NH2:39].C(O)CO, predict the reaction product. The product is: [CH2:1]([O:8][C:9]1[CH:10]=[C:11]([S:15][C:16]2[CH:33]=[CH:32][C:19]([C:20]([NH:38][NH2:39])=[O:21])=[CH:18][C:17]=2[C:34]([F:37])([F:36])[F:35])[CH:12]=[CH:13][CH:14]=1)[C:2]1[CH:7]=[CH:6][CH:5]=[CH:4][CH:3]=1. (4) The product is: [Cl:5][C:6]1[CH:7]=[C:8]2[C:13](=[CH:14][CH:15]=1)[O:12][C:11](=[O:16])[C:10]([N+:1]([O-:4])=[O:2])=[C:9]2[OH:17]. Given the reactants [N+:1]([O-:4])(O)=[O:2].[Cl:5][C:6]1[CH:7]=[C:8]2[C:13](=[CH:14][CH:15]=1)[O:12][C:11](=[O:16])[CH:10]=[C:9]2[OH:17], predict the reaction product. (5) Given the reactants [F:1][C:2]([F:33])([F:32])[CH2:3][N:4]1[C:8]([C:9]2[S:10][C:11]3[CH2:12][CH2:13][O:14][C:15]4[CH:22]=[C:21]([C:23]5[CH:24]=[N:25][N:26]([CH2:28][C:29](O)=[O:30])[CH:27]=5)[CH:20]=[CH:19][C:16]=4[C:17]=3[N:18]=2)=[N:7][CH:6]=[N:5]1.[CH3:34][NH:35][CH3:36], predict the reaction product. The product is: [CH3:34][N:35]([CH3:36])[C:29](=[O:30])[CH2:28][N:26]1[CH:27]=[C:23]([C:21]2[CH:20]=[CH:19][C:16]3[C:17]4[N:18]=[C:9]([C:8]5[N:4]([CH2:3][C:2]([F:32])([F:1])[F:33])[N:5]=[CH:6][N:7]=5)[S:10][C:11]=4[CH2:12][CH2:13][O:14][C:15]=3[CH:22]=2)[CH:24]=[N:25]1. (6) Given the reactants [CH3:1][O:2][C:3]1[CH:22]=[CH:21][C:6]([CH2:7][C@@H:8]2[C:12]3=[N:13][C:14]4[CH:19]=[CH:18][CH:17]=[CH:16][C:15]=4[N:11]3[C:10](=[O:20])[NH:9]2)=[CH:5][CH:4]=1.Cl.[CH3:24][O:25][C:26]1[CH:27]=[C:28]2[C:32](=[CH:33][C:34]=1[O:35][CH3:36])[CH:31]([NH2:37])[CH2:30][CH2:29]2.C(O)(C(F)(F)F)=O, predict the reaction product. The product is: [NH:11]1[C:15]2[CH:16]=[CH:17][CH:18]=[CH:19][C:14]=2[N:13]=[C:12]1[C@H:8]([NH:9][C:10]([NH:37][CH:31]1[C:32]2[C:28](=[CH:27][C:26]([O:25][CH3:24])=[C:34]([O:35][CH3:36])[CH:33]=2)[CH2:29][CH2:30]1)=[O:20])[CH2:7][C:6]1[CH:21]=[CH:22][C:3]([O:2][CH3:1])=[CH:4][CH:5]=1. (7) The product is: [CH:23]1([O:28][CH:29]([CH3:33])[C:30]([NH:22][C:19]2[S:20][CH:21]=[C:17]([CH2:16][O:15]/[N:14]=[C:7](\[C:6]3[N:2]([CH3:1])[N:3]=[N:4][N:5]=3)/[C:8]3[CH:13]=[CH:12][CH:11]=[CH:10][CH:9]=3)[N:18]=2)=[O:31])[CH2:27][CH2:26][CH2:25][CH2:24]1. Given the reactants [CH3:1][N:2]1[C:6](/[C:7](=[N:14]\[O:15][CH2:16][C:17]2[N:18]=[C:19]([NH2:22])[S:20][CH:21]=2)/[C:8]2[CH:13]=[CH:12][CH:11]=[CH:10][CH:9]=2)=[N:5][N:4]=[N:3]1.[CH:23]1([O:28][CH:29]([CH3:33])[C:30](O)=[O:31])[CH2:27][CH2:26][CH2:25][CH2:24]1.N1(O)C2C=CC=CC=2N=N1.C1(N=C=NC2CCCCC2)CCCCC1, predict the reaction product. (8) Given the reactants FC(F)(F)C(O)=O.[CH2:8]([N:11](C(OC(C)(C)C)=O)[CH2:12][CH2:13][CH2:14][CH2:15][C:16]([O:18][CH2:19][CH2:20][C:21]1[C:22]2[C:27]([CH:28]=[C:29]3[C:34]=1[CH:33]=[CH:32][CH:31]=[CH:30]3)=[CH:26][CH:25]=[CH:24][CH:23]=2)=[O:17])[CH:9]=[CH2:10], predict the reaction product. The product is: [CH2:8]([NH:11][CH2:12][CH2:13][CH2:14][CH2:15][C:16]([O:18][CH2:19][CH2:20][C:21]1[C:22]2[C:27]([CH:28]=[C:29]3[C:34]=1[CH:33]=[CH:32][CH:31]=[CH:30]3)=[CH:26][CH:25]=[CH:24][CH:23]=2)=[O:17])[CH:9]=[CH2:10]. (9) Given the reactants [C:1]([O:5][C:6](=[O:28])[CH2:7][C@H:8]([C:18]1[O:22][N:21]=[C:20]([C:23](OCC)=[O:24])[N:19]=1)[CH2:9][CH2:10][CH2:11][CH:12]1[CH2:17][CH2:16][CH2:15][CH2:14][CH2:13]1)([CH3:4])([CH3:3])[CH3:2].Cl.Cl.[NH:31]1[CH2:34][CH:33]([N:35]2[CH2:40][CH2:39][O:38][CH2:37][CH2:36]2)[CH2:32]1.C(N(CC)CC)C, predict the reaction product. The product is: [CH:12]1([CH2:11][CH2:10][CH2:9][C@@H:8]([C:18]2[O:22][N:21]=[C:20]([C:23]([N:31]3[CH2:34][CH:33]([N:35]4[CH2:40][CH2:39][O:38][CH2:37][CH2:36]4)[CH2:32]3)=[O:24])[N:19]=2)[CH2:7][C:6]([O:5][C:1]([CH3:4])([CH3:2])[CH3:3])=[O:28])[CH2:13][CH2:14][CH2:15][CH2:16][CH2:17]1.